Dataset: Full USPTO retrosynthesis dataset with 1.9M reactions from patents (1976-2016). Task: Predict the reactants needed to synthesize the given product. (1) Given the product [C:1]([O:5][C:6](=[O:17])[NH:7][C@H:8]1[CH2:13][CH2:12][C@H:11]([CH2:14][CH2:15][N:21]([CH3:20])[CH3:18])[CH2:10][CH2:9]1)([CH3:4])([CH3:3])[CH3:2], predict the reactants needed to synthesize it. The reactants are: [C:1]([O:5][C:6](=[O:17])[NH:7][C@H:8]1[CH2:13][CH2:12][C@H:11]([CH2:14][CH2:15]N)[CH2:10][CH2:9]1)([CH3:4])([CH3:3])[CH3:2].[CH2:18]=O.[C:20]([BH3-])#[N:21].[Na+]. (2) Given the product [Br:1][C:2]1[N:3]=[C:4]([NH:8][N:9]=[C:11]2[CH2:18][CH:17]3[N:19]([C:20]([O:22][C:23]([CH3:26])([CH3:25])[CH3:24])=[O:21])[CH:13]([CH2:14][CH2:15][CH2:16]3)[CH2:12]2)[CH:5]=[CH:6][CH:7]=1, predict the reactants needed to synthesize it. The reactants are: [Br:1][C:2]1[CH:7]=[CH:6][CH:5]=[C:4]([NH:8][NH2:9])[N:3]=1.O=[C:11]1[CH2:18][CH:17]2[N:19]([C:20]([O:22][C:23]([CH3:26])([CH3:25])[CH3:24])=[O:21])[CH:13]([CH2:14][CH2:15][CH2:16]2)[CH2:12]1. (3) Given the product [Cl:1][C:2]1[CH:7]=[C:6]2[NH:8][C:9](=[O:45])[C:10]3([CH:15]([C:16]4[CH:21]=[C:20]([Cl:22])[CH:19]=[CH:18][C:17]=4[O:23][C:24]([C:31]([O:33][CH2:34][CH3:35])=[O:32])([CH2:28][CH2:29][CH3:30])[CH2:25][CH2:26][CH3:27])[CH2:14][C:13](=[S:47])[NH:12][CH:11]3[C:37]3[CH:42]=[C:41]([F:43])[CH:40]=[CH:39][C:38]=3[CH3:44])[C:5]2=[CH:4][CH:3]=1, predict the reactants needed to synthesize it. The reactants are: [Cl:1][C:2]1[CH:7]=[C:6]2[NH:8][C:9](=[O:45])[C:10]3([CH:15]([C:16]4[CH:21]=[C:20]([Cl:22])[CH:19]=[CH:18][C:17]=4[O:23][C:24]([C:31]([O:33][CH2:34][CH3:35])=[O:32])([CH2:28][CH2:29][CH3:30])[CH2:25][CH2:26][CH3:27])[CH2:14][C:13](=O)[NH:12][CH:11]3[C:37]3[CH:42]=[C:41]([F:43])[CH:40]=[CH:39][C:38]=3[CH3:44])[C:5]2=[CH:4][CH:3]=1.P12(SP3(SP(SP(S3)(S1)=S)(=S)S2)=S)=[S:47]. (4) The reactants are: [Cl:1][C:2]1[CH:3]=[CH:4][C:5]([C:34]#[N:35])=[C:6]([C:8]2[C:13]([F:14])=[CH:12][N:11]([CH:15]([CH3:32])[C:16]([NH:18][C:19]3[CH:31]=[CH:30][C:22]([C:23]([O:25]C(C)(C)C)=[O:24])=[CH:21][CH:20]=3)=[O:17])[C:10](=[O:33])[CH:9]=2)[CH:7]=1.C(O)(C(F)(F)F)=O. Given the product [Cl:1][C:2]1[CH:3]=[CH:4][C:5]([C:34]#[N:35])=[C:6]([C:8]2[C:13]([F:14])=[CH:12][N:11]([CH:15]([CH3:32])[C:16]([NH:18][C:19]3[CH:31]=[CH:30][C:22]([C:23]([OH:25])=[O:24])=[CH:21][CH:20]=3)=[O:17])[C:10](=[O:33])[CH:9]=2)[CH:7]=1, predict the reactants needed to synthesize it.